From a dataset of Reaction yield outcomes from USPTO patents with 853,638 reactions. Predict the reaction yield, written as a fraction of the theoretical maximum amount of product (1.0 means a 100% yield; for example, 0.34 means a 34% yield). (1) The product is [F:11][C:5]1[C:6]([C:7]([O:9][CH3:10])=[O:8])=[CH:2][NH:3][C:4]=1[C:12]1[CH:17]=[CH:16][CH:15]=[CH:14][CH:13]=1. The catalyst is CO.[C].[Pd]. The reactants are Cl[C:2]1[NH:3][C:4]([C:12]2[CH:17]=[CH:16][CH:15]=[CH:14][CH:13]=2)=[C:5]([F:11])[C:6]=1[C:7]([O:9][CH3:10])=[O:8].C(N(CC)CC)C. The yield is 0.870. (2) The reactants are [CH2:1]([O:3][C:4]1[CH:20]=[CH:19][C:7]([C:8]([NH:10][C:11]2([C:14]([O:16]CC)=[O:15])[CH2:13][CH2:12]2)=[O:9])=[CH:6][CH:5]=1)[CH3:2].[OH-].[Li+]. The catalyst is O1CCOCC1.O. The product is [CH2:1]([O:3][C:4]1[CH:5]=[CH:6][C:7]([C:8]([NH:10][C:11]2([C:14]([OH:16])=[O:15])[CH2:12][CH2:13]2)=[O:9])=[CH:19][CH:20]=1)[CH3:2]. The yield is 0.730. (3) The reactants are C(NC(C)C)(C)C.C([Li])CCC.[CH3:13][N:14]1[CH:18]=[CH:17][CH:16]=[N:15]1.Br[C:20]1[CH:21]=[CH:22][C:23]([F:28])=[C:24]([CH:27]=1)[C:25]#[N:26]. The catalyst is [Cl-].[Zn+2].[Cl-].C1C=CC([P]([Pd]([P](C2C=CC=CC=2)(C2C=CC=CC=2)C2C=CC=CC=2)([P](C2C=CC=CC=2)(C2C=CC=CC=2)C2C=CC=CC=2)[P](C2C=CC=CC=2)(C2C=CC=CC=2)C2C=CC=CC=2)(C2C=CC=CC=2)C2C=CC=CC=2)=CC=1.O.O1CCCC1. The product is [F:28][C:23]1[CH:22]=[CH:21][C:20]([C:18]2[N:14]([CH3:13])[N:15]=[CH:16][CH:17]=2)=[CH:27][C:24]=1[C:25]#[N:26]. The yield is 0.0470. (4) The reactants are [CH3:1][CH:2]([CH2:4][CH2:5][CH2:6][C@H:7]([C@@H:9]1[C@:26]2([CH3:27])[C@H:12]([C@H:13]3[C@H:23]([CH2:24][CH2:25]2)[C@:21]2([CH3:22])[C:16]([CH2:17][C@@H:18]([N:28](S(C4C=CC=CC=4[N+]([O-])=O)(=O)=O)[CH2:29][CH2:30][CH2:31][NH:32][C:33](=[O:52])[CH2:34][CH2:35][CH2:36][CH2:37][CH2:38][NH:39][C:40]4[CH:45]=[CH:44][C:43]([N+:46]([O-:48])=[O:47])=[CH:42][C:41]=4[N+:49]([O-:51])=[O:50])[CH2:19][CH2:20]2)=[CH:15][CH2:14]3)[CH2:11][CH2:10]1)[CH3:8])[CH3:3].C([O-])([O-])=O.[K+].[K+].C1(S)C=CC=CC=1. The catalyst is CN(C)C=O. The product is [CH3:3][CH:2]([CH2:4][CH2:5][CH2:6][C@H:7]([C@@H:9]1[C@:26]2([CH3:27])[C@H:12]([C@H:13]3[C@H:23]([CH2:24][CH2:25]2)[C@:21]2([CH3:22])[C:16]([CH2:17][C@@H:18]([NH:28][CH2:29][CH2:30][CH2:31][NH:32][C:33](=[O:52])[CH2:34][CH2:35][CH2:36][CH2:37][CH2:38][NH:39][C:40]4[CH:45]=[CH:44][C:43]([N+:46]([O-:48])=[O:47])=[CH:42][C:41]=4[N+:49]([O-:51])=[O:50])[CH2:19][CH2:20]2)=[CH:15][CH2:14]3)[CH2:11][CH2:10]1)[CH3:8])[CH3:1]. The yield is 0.590. (5) The reactants are C([O:3][C:4](=[O:32])[CH2:5][CH2:6][CH2:7][C:8]1[CH:13]=[CH:12][C:11]([NH:14][C:15]2[CH:20]=[C:19]([C:21]3[CH:26]=[C:25]([Cl:27])[CH:24]=[CH:23][C:22]=3[O:28][CH2:29][CH3:30])[N:18]=[C:17]([NH2:31])[N:16]=2)=[CH:10][CH:9]=1)C.[OH-].[Na+].[Cl-].[Na+].Cl. The catalyst is C(OCC)(=O)C.C(O)C. The product is [NH2:31][C:17]1[N:16]=[C:15]([NH:14][C:11]2[CH:12]=[CH:13][C:8]([CH2:7][CH2:6][CH2:5][C:4]([OH:32])=[O:3])=[CH:9][CH:10]=2)[CH:20]=[C:19]([C:21]2[CH:26]=[C:25]([Cl:27])[CH:24]=[CH:23][C:22]=2[O:28][CH2:29][CH3:30])[N:18]=1. The yield is 0.610. (6) The product is [C:1]([O:5][C:6]([N:8]1[CH:13]2[CH2:14][CH2:15][CH:9]1[CH:10]=[C:11]([O:16][S:34]([C:37]([F:40])([F:39])[F:38])(=[O:36])=[O:35])[CH2:12]2)=[O:7])([CH3:4])([CH3:2])[CH3:3]. The catalyst is C1COCC1. The yield is 0.250. The reactants are [C:1]([O:5][C:6]([N:8]1[CH:13]2[CH2:14][CH2:15][CH:9]1[CH2:10][C:11](=[O:16])[CH2:12]2)=[O:7])([CH3:4])([CH3:3])[CH3:2].[Li+].C[Si]([N-][Si](C)(C)C)(C)C.C1C=CC(N([S:34]([C:37]([F:40])([F:39])[F:38])(=[O:36])=[O:35])[S:34]([C:37]([F:40])([F:39])[F:38])(=[O:36])=[O:35])=CC=1. (7) The product is [NH2:1][C:2]1[CH:9]=[C:8]([O:10][CH3:11])[C:7]([Br:12])=[CH:6][C:3]=1[CH:4]=[O:5]. The reactants are [NH2:1][C:2]1[CH:9]=[C:8]([O:10][CH3:11])[CH:7]=[CH:6][C:3]=1[CH:4]=[O:5].[Br:12]N1C(=O)CCC1=O.S([O-])([O-])(=O)=O.[Na+].[Na+]. The catalyst is ClCCl.O. The yield is 0.560.